The task is: Predict which catalyst facilitates the given reaction.. This data is from Catalyst prediction with 721,799 reactions and 888 catalyst types from USPTO. (1) Reactant: [CH3:1][O:2][C:3]1[CH:4]=[C:5]([CH:7]=[CH:8][C:9]=1[N:10]1[CH2:15][CH2:14][CH:13]([N:16]2[CH2:21][CH2:20][N:19]([CH3:22])[CH2:18][CH2:17]2)[CH2:12][CH2:11]1)[NH2:6].CS(O)(=O)=O.[Br:28][C:29]1[CH:30]=[N:31][C:32](Cl)=[N:33][CH:34]=1.C(=O)([O-])O.[Na+]. Product: [Br:28][C:29]1[CH:30]=[N:31][C:32]([NH:6][C:5]2[CH:7]=[CH:8][C:9]([N:10]3[CH2:15][CH2:14][CH:13]([N:16]4[CH2:17][CH2:18][N:19]([CH3:22])[CH2:20][CH2:21]4)[CH2:12][CH2:11]3)=[C:3]([O:2][CH3:1])[CH:4]=2)=[N:33][CH:34]=1. The catalyst class is: 8. (2) Reactant: CC(OI1(OC(C)=O)(OC(C)=O)OC(=O)C2C=CC=CC1=2)=O.[F:23][C:24]1[CH:25]=[C:26]([C:30]2([CH2:55][OH:56])[CH2:35][CH2:34][CH2:33][N:32]3[N:36]=[C:37](/[CH:39]=[CH:40]/[C:41]4[CH:46]=[CH:45][C:44]([N:47]5[CH:51]=[C:50]([CH3:52])[N:49]=[CH:48]5)=[C:43]([O:53][CH3:54])[CH:42]=4)[N:38]=[C:31]23)[CH:27]=[CH:28][CH:29]=1.C(OCC)(=O)C.O.C(=O)(O)[O-].[Na+]. Product: [F:23][C:24]1[CH:25]=[C:26]([C:30]2([CH:55]=[O:56])[CH2:35][CH2:34][CH2:33][N:32]3[N:36]=[C:37](/[CH:39]=[CH:40]/[C:41]4[CH:46]=[CH:45][C:44]([N:47]5[CH:51]=[C:50]([CH3:52])[N:49]=[CH:48]5)=[C:43]([O:53][CH3:54])[CH:42]=4)[N:38]=[C:31]23)[CH:27]=[CH:28][CH:29]=1. The catalyst class is: 2.